From a dataset of NCI-60 drug combinations with 297,098 pairs across 59 cell lines. Regression. Given two drug SMILES strings and cell line genomic features, predict the synergy score measuring deviation from expected non-interaction effect. Drug 1: CC12CCC3C(C1CCC2O)C(CC4=C3C=CC(=C4)O)CCCCCCCCCS(=O)CCCC(C(F)(F)F)(F)F. Drug 2: COC1=C2C(=CC3=C1OC=C3)C=CC(=O)O2. Cell line: EKVX. Synergy scores: CSS=4.31, Synergy_ZIP=-0.872, Synergy_Bliss=2.31, Synergy_Loewe=3.80, Synergy_HSA=3.82.